Task: Predict the reactants needed to synthesize the given product.. Dataset: Full USPTO retrosynthesis dataset with 1.9M reactions from patents (1976-2016) (1) Given the product [OH:1][C:2]1[C:10]2[N:9]=[C:8]([C:11]3[CH:12]=[CH:13][CH:14]=[CH:15][CH:16]=3)[NH:7][C:6]=2[C:5]([C:17]([NH:20][C@H:21]2[CH2:26][CH2:25][CH2:24][NH:23][CH2:22]2)=[O:19])=[CH:4][CH:3]=1, predict the reactants needed to synthesize it. The reactants are: [OH:1][C:2]1[C:10]2[N:9]=[C:8]([C:11]3[CH:16]=[CH:15][CH:14]=[CH:13][CH:12]=3)[NH:7][C:6]=2[C:5]([C:17]([OH:19])=O)=[CH:4][CH:3]=1.[NH2:20][C@H:21]1[CH2:26][CH2:25][CH2:24][N:23](C(OC(C)(C)C)=O)[CH2:22]1. (2) Given the product [NH2:14][CH2:8][C:5]1[CH:4]=[CH:3][C:2]([F:1])=[CH:7][N:6]=1, predict the reactants needed to synthesize it. The reactants are: [F:1][C:2]1[CH:3]=[CH:4][C:5]([CH2:8]OS(C)(=O)=O)=[N:6][CH:7]=1.[N-:14]=[N+]=[N-].[Na+]. (3) Given the product [CH3:12][C:11]([CH3:14])([CH3:13])[CH2:10][NH:15][C:17]1[CH:22]=[C:21]([C:23]2[CH:24]=[N:25][CH:26]=[CH:27][CH:28]=2)[N:20]=[C:19]([C:29]2[N:33]3[CH:34]=[CH:35][CH:36]=[CH:37][C:32]3=[N:31][CH:30]=2)[N:18]=1, predict the reactants needed to synthesize it. The reactants are: C(N(C(C)C)CC)(C)C.[CH2:10]([NH2:15])[C:11]([CH3:14])([CH3:13])[CH3:12].Cl[C:17]1[CH:22]=[C:21]([C:23]2[CH:24]=[N:25][CH:26]=[CH:27][CH:28]=2)[N:20]=[C:19]([C:29]2[N:33]3[CH:34]=[CH:35][CH:36]=[CH:37][C:32]3=[N:31][CH:30]=2)[N:18]=1. (4) Given the product [CH3:1][C:2]1[CH:3]=[CH:4][C:5]2[N:6]([C:8]([C:29]3[CH:34]=[CH:33][CH:32]=[CH:31][CH:30]=3)=[C:9]([C:11]3[CH:12]=[CH:13][C:14]([C:17]4([NH2:21])[CH2:18][CH2:19][CH2:20]4)=[CH:15][CH:16]=3)[N:10]=2)[N:7]=1, predict the reactants needed to synthesize it. The reactants are: [CH3:1][C:2]1[CH:3]=[CH:4][C:5]2[N:6]([C:8]([C:29]3[CH:34]=[CH:33][CH:32]=[CH:31][CH:30]=3)=[C:9]([C:11]3[CH:16]=[CH:15][C:14]([C:17]4([NH:21]C(=O)OC(C)(C)C)[CH2:20][CH2:19][CH2:18]4)=[CH:13][CH:12]=3)[N:10]=2)[N:7]=1.Cl.O1CCOCC1.[OH-].[Na+]. (5) The reactants are: [CH2:1]([S:8][C:9]1[N:10]=[C:11]([NH:20][C@H:21]([CH2:24][CH2:25][CH3:26])[CH2:22][OH:23])[C:12]2[S:17][C:16]([O:18]C)=[N:15][C:13]=2[N:14]=1)[C:2]1[CH:7]=[CH:6][CH:5]=[CH:4][CH:3]=1.Cl. Given the product [CH2:1]([S:8][C:9]1[N:10]=[C:11]([NH:20][C@@H:21]([CH2:22][OH:23])[CH2:24][CH2:25][CH3:26])[C:12]2[S:17][C:16](=[O:18])[NH:15][C:13]=2[N:14]=1)[C:2]1[CH:3]=[CH:4][CH:5]=[CH:6][CH:7]=1, predict the reactants needed to synthesize it.